Dataset: Reaction yield outcomes from USPTO patents with 853,638 reactions. Task: Predict the reaction yield, written as a fraction of the theoretical maximum amount of product (1.0 means a 100% yield; for example, 0.34 means a 34% yield). (1) The reactants are [NH2:1][C@H:2]1[CH2:7][CH2:6][C@H:5]([CH2:8][NH:9][C:10]2[C:15]([N+:16]([O-:18])=[O:17])=[CH:14][N:13]=[C:12]([NH:19][CH2:20][C:21]3[CH:26]=[CH:25][CH:24]=[CH:23][C:22]=3[O:27][C:28]([F:31])([F:30])[F:29])[N:11]=2)[CH2:4][CH2:3]1.[O:32]1[C:34]([CH3:36])([CH3:35])[CH:33]1O. The catalyst is C(O)C. The product is [CH3:33][C:34]([OH:32])([CH3:36])[CH2:35][NH:1][C@H:2]1[CH2:3][CH2:4][C@H:5]([CH2:8][NH:9][C:10]2[C:15]([N+:16]([O-:18])=[O:17])=[CH:14][N:13]=[C:12]([NH:19][CH2:20][C:21]3[CH:26]=[CH:25][CH:24]=[CH:23][C:22]=3[O:27][C:28]([F:30])([F:31])[F:29])[N:11]=2)[CH2:6][CH2:7]1. The yield is 0.470. (2) The reactants are C(N(CC)C(C)C)(C)C.[NH2:10][C:11]1[CH:12]=[C:13]([C:19]([C:23]2[CH:28]=[CH:27][C:26]([O:29][CH3:30])=[C:25]([O:31][CH2:32][CH3:33])[CH:24]=2)=[CH:20][C:21]#[N:22])[CH:14]=[CH:15][C:16]=1[O:17][CH3:18].[CH3:34][N:35]([CH3:39])[C:36](Cl)=[O:37]. The catalyst is C(Cl)Cl. The product is [C:21]([CH:20]=[C:19]([C:13]1[CH:14]=[CH:15][C:16]([O:17][CH3:18])=[C:11]([NH:10][C:36](=[O:37])[N:35]([CH3:39])[CH3:34])[CH:12]=1)[C:23]1[CH:28]=[CH:27][C:26]([O:29][CH3:30])=[C:25]([O:31][CH2:32][CH3:33])[CH:24]=1)#[N:22]. The yield is 0.690. (3) The reactants are [CH3:1][N:2]1[C:6]([NH:7][C:8]2[CH:13]=[C:12]([NH:14][C:15]3[CH:24]=[CH:23][CH:22]=[CH:21][C:16]=3[C:17]([NH:19][CH3:20])=[O:18])[C:11]([C:25]([CH3:27])=[CH2:26])=[CH:10][N:9]=2)=[CH:5][C:4]([CH3:28])=[N:3]1.N#N. The catalyst is C(O)C.O=[Pt]=O. The product is [CH3:1][N:2]1[C:6]([NH:7][C:8]2[CH:13]=[C:12]([NH:14][C:15]3[CH:24]=[CH:23][CH:22]=[CH:21][C:16]=3[C:17]([NH:19][CH3:20])=[O:18])[C:11]([CH:25]([CH3:26])[CH3:27])=[CH:10][N:9]=2)=[CH:5][C:4]([CH3:28])=[N:3]1. The yield is 0.610. (4) The reactants are [CH2:1]([CH:3]([CH2:20][CH3:21])[CH:4]([NH2:19])[C:5]1[N:9]([CH2:10][C:11]2[CH:16]=[CH:15][C:14]([O:17][CH3:18])=[CH:13][CH:12]=2)[N:8]=[CH:7][CH:6]=1)[CH3:2].C(N(CC)CC)C.[Cl:29][C:30]1[S:34][C:33]([S:35](Cl)(=[O:37])=[O:36])=[CH:32][CH:31]=1. The catalyst is C(Cl)Cl.CCOC(C)=O. The product is [Cl:29][C:30]1[S:34][C:33]([S:35]([NH:19][CH:4]([C:5]2[N:9]([CH2:10][C:11]3[CH:12]=[CH:13][C:14]([O:17][CH3:18])=[CH:15][CH:16]=3)[N:8]=[CH:7][CH:6]=2)[CH:3]([CH2:1][CH3:2])[CH2:20][CH3:21])(=[O:37])=[O:36])=[CH:32][CH:31]=1. The yield is 0.510. (5) The reactants are [N:1]([CH2:4][C:5]1[CH:6]=[C:7]([CH:39]=[CH:40][CH:41]=1)[C:8]([NH:10][C:11]1[CH:16]=[CH:15][C:14]([N:17]2[CH2:22][CH2:21][CH2:20][CH2:19][CH2:18]2)=[CH:13][C:12]=1[C:23]([NH:25]/[N:26]=[CH:27]/[C:28]1[CH:33]=[CH:32][C:31]([Cl:34])=[C:30]([C:35]([F:38])([F:37])[F:36])[CH:29]=1)=[O:24])=[O:9])=[N+:2]=[N-:3].[NH2:42][CH:43]([CH2:48][C:49]#[CH:50])[CH2:44][C:45]([OH:47])=[O:46]. No catalyst specified. The product is [NH2:42][CH:43]([CH2:48][C:49]1[N:3]=[N:2][N:1]([CH2:4][C:5]2[CH:41]=[CH:40][CH:39]=[C:7]([C:8](=[O:9])[NH:10][C:11]3[CH:16]=[CH:15][C:14]([N:17]4[CH2:18][CH2:19][CH2:20][CH2:21][CH2:22]4)=[CH:13][C:12]=3[C:23]([NH:25]/[N:26]=[CH:27]/[C:28]3[CH:33]=[CH:32][C:31]([Cl:34])=[C:30]([C:35]([F:38])([F:36])[F:37])[CH:29]=3)=[O:24])[CH:6]=2)[CH:50]=1)[CH2:44][C:45]([OH:47])=[O:46]. The yield is 0.990. (6) The reactants are O[CH2:2][CH2:3][CH2:4][C:5]1[CH:10]=[CH:9][C:8]([OH:11])=[CH:7][C:6]=1[OH:12].C1C=CC(P(C2C=CC=CC=2)C2C=CC=CC=2)=CC=1.C1CCN(C(N=NC(N2CCCCC2)=O)=O)CC1. The catalyst is C1COCC1. The product is [O:12]1[C:6]2[C:5](=[CH:10][CH:9]=[C:8]([OH:11])[CH:7]=2)[CH2:4][CH2:3][CH2:2]1. The yield is 0.605. (7) The reactants are [CH2:1]([N:5]([CH2:26][C:27]1[CH:32]=[CH:31][C:30]([C:33]([F:36])([F:35])[F:34])=[CH:29][C:28]=1[F:37])[C:6](=[O:25])[CH2:7][O:8][C:9]1[CH:14]=[CH:13][C:12]([CH2:15][C@H:16]([O:22][CH2:23][CH3:24])[C:17]([O:19]CC)=[O:18])=[CH:11][CH:10]=1)[CH2:2][CH2:3][CH3:4].[Li+].[OH-].Cl. The catalyst is C(#N)C. The product is [CH2:1]([N:5]([CH2:26][C:27]1[CH:32]=[CH:31][C:30]([C:33]([F:34])([F:35])[F:36])=[CH:29][C:28]=1[F:37])[C:6](=[O:25])[CH2:7][O:8][C:9]1[CH:14]=[CH:13][C:12]([CH2:15][C@H:16]([O:22][CH2:23][CH3:24])[C:17]([OH:19])=[O:18])=[CH:11][CH:10]=1)[CH2:2][CH2:3][CH3:4]. The yield is 0.970.